Dataset: Reaction yield outcomes from USPTO patents with 853,638 reactions. Task: Predict the reaction yield, written as a fraction of the theoretical maximum amount of product (1.0 means a 100% yield; for example, 0.34 means a 34% yield). (1) The product is [CH:26]([NH:33][C:34]([N:17]1[CH2:16][CH2:15][N:14]([CH:7]([C:8]2[CH:13]=[CH:12][CH:11]=[CH:10][CH:9]=2)[C:1]2[CH:6]=[CH:5][CH:4]=[CH:3][CH:2]=2)[CH2:19][CH2:18]1)=[O:35])([C:27]1[CH:28]=[CH:29][CH:30]=[CH:31][CH:32]=1)[C:20]1[CH:25]=[CH:24][CH:23]=[CH:22][CH:21]=1. The yield is 0.800. The catalyst is C(Cl)Cl. The reactants are [C:1]1([CH:7]([N:14]2[CH2:19][CH2:18][NH:17][CH2:16][CH2:15]2)[C:8]2[CH:13]=[CH:12][CH:11]=[CH:10][CH:9]=2)[CH:6]=[CH:5][CH:4]=[CH:3][CH:2]=1.[C:20]1([CH:26]([N:33]=[C:34]=[O:35])[C:27]2[CH:32]=[CH:31][CH:30]=[CH:29][CH:28]=2)[CH:25]=[CH:24][CH:23]=[CH:22][CH:21]=1. (2) The reactants are [NH2:1][C:2]1[C:7]([N+:8]([O-])=O)=[CH:6][CH:5]=[C:4]([O:11][CH3:12])[N:3]=1.[ClH:13]. No catalyst specified. The product is [ClH:13].[ClH:13].[NH2:1][C:2]1[C:7]([NH2:8])=[CH:6][CH:5]=[C:4]([O:11][CH3:12])[N:3]=1. The yield is 0.864. (3) The reactants are [Br:1][C:2]1[CH:3]=[C:4]([C:16]([O:18]CC)=[O:17])[C:5]2[C:10]([CH2:11][CH3:12])=[N:9][N:8]([CH:13]([CH3:15])[CH3:14])[C:6]=2[N:7]=1.[OH-].[Na+]. The catalyst is CCO. The product is [Br:1][C:2]1[CH:3]=[C:4]([C:16]([OH:18])=[O:17])[C:5]2[C:10]([CH2:11][CH3:12])=[N:9][N:8]([CH:13]([CH3:15])[CH3:14])[C:6]=2[N:7]=1. The yield is 0.817. (4) The reactants are [H-].[Al+3].[Li+].[H-].[H-].[H-].[C:7]([O:11][C:12](=[O:46])[NH:13][CH:14]([C:40](=[O:45])N(OC)C)[CH2:15][C:16]1[N:17]=[CH:18][N:19]([C:21]([C:34]2[CH:39]=[CH:38][CH:37]=[CH:36][CH:35]=2)([C:28]2[CH:33]=[CH:32][CH:31]=[CH:30][CH:29]=2)[C:22]2[CH:27]=[CH:26][CH:25]=[CH:24][CH:23]=2)[CH:20]=1)([CH3:10])([CH3:9])[CH3:8].CC(=O)OCC.C(C(C(C([O-])=O)O)O)([O-])=O.[K+].[Na+]. The catalyst is C1COCC1. The product is [C:7]([O:11][C:12](=[O:46])[NH:13][CH:14]([CH:40]=[O:45])[CH2:15][C:16]1[N:17]=[CH:18][N:19]([C:21]([C:28]2[CH:29]=[CH:30][CH:31]=[CH:32][CH:33]=2)([C:22]2[CH:27]=[CH:26][CH:25]=[CH:24][CH:23]=2)[C:34]2[CH:39]=[CH:38][CH:37]=[CH:36][CH:35]=2)[CH:20]=1)([CH3:8])([CH3:10])[CH3:9]. The yield is 0.840. (5) The reactants are [C:1]([C:3]1[CH:8]=[CH:7][CH:6]=[CH:5][C:4]=1[C:9]1[CH:14]=[CH:13][C:12]([CH2:15][C:16]2[C:17](=[O:39])[N:18]([C@H:28]3[CH2:33][CH2:32][C@H:31]([O:34][CH2:35][C:36](O)=[O:37])[CH2:30][CH2:29]3)[C:19]3[N:20]([N:25]=[CH:26][N:27]=3)[C:21]=2[CH2:22][CH2:23][CH3:24])=[CH:11][CH:10]=1)#[N:2].[NH:40]([C:42]([O:44][C:45]([CH3:48])([CH3:47])[CH3:46])=[O:43])[NH2:41].Cl.C(N=C=NCCCN(C)C)C.ON1C2C=CC=CC=2N=N1. The product is [C:1]([C:3]1[CH:8]=[CH:7][CH:6]=[CH:5][C:4]=1[C:9]1[CH:14]=[CH:13][C:12]([CH2:15][C:16]2[C:17](=[O:39])[N:18]([C@H:28]3[CH2:29][CH2:30][C@H:31]([O:34][CH2:35][C:36]([NH:41][NH:40][C:42]([O:44][C:45]([CH3:48])([CH3:47])[CH3:46])=[O:43])=[O:37])[CH2:32][CH2:33]3)[C:19]3[N:20]([N:25]=[CH:26][N:27]=3)[C:21]=2[CH2:22][CH2:23][CH3:24])=[CH:11][CH:10]=1)#[N:2]. The catalyst is O.C(OCC)(=O)C.CN(C=O)C. The yield is 0.720. (6) The reactants are [NH:1]1[CH:5]=[C:4]([CH:6]=[O:7])[N:3]=[CH:2]1.[H-].[Na+].[CH2:10](Br)[CH2:11][CH2:12][CH3:13].C1OCCOCCOCCOCCOCCOC1.[Cl-].[NH4+]. The catalyst is O1CCCC1. The product is [CH2:10]([N:1]1[CH:5]=[C:4]([CH:6]=[O:7])[N:3]=[CH:2]1)[CH2:11][CH2:12][CH3:13]. The yield is 0.280. (7) The reactants are Br[C:2]1[CH:3]=[C:4]([NH:10][C:11]2[CH:16]=[N:15][C:14]([N:17]3[CH2:22][CH2:21][N:20]([CH:23]4[CH2:26][O:25][CH2:24]4)[CH2:19][C@@H:18]3[CH3:27])=[CH:13][N:12]=2)[C:5](=[O:9])[N:6]([CH3:8])[CH:7]=1.[C:28]([O:31][CH2:32][C:33]1[C:34]([N:48]2[CH2:59][CH2:58][N:57]3[C:50](=[CH:51][C:52]4[CH2:53][C:54]([CH3:61])([CH3:60])[CH2:55][C:56]=43)[C:49]2=[O:62])=[N:35][CH:36]=[CH:37][C:38]=1B1OC(C)(C)C(C)(C)O1)(=[O:30])[CH3:29].C([O-])(=O)C.[Na+].[O-]P([O-])([O-])=O.[K+].[K+].[K+]. The catalyst is C1C=CC(P(C2C=CC=CC=2)[C-]2C=CC=C2)=CC=1.C1C=CC(P(C2C=CC=CC=2)[C-]2C=CC=C2)=CC=1.Cl[Pd]Cl.[Fe+2].C(#N)C.O. The product is [C:28]([O:31][CH2:32][C:33]1[C:34]([N:48]2[CH2:59][CH2:58][N:57]3[C:50](=[CH:51][C:52]4[CH2:53][C:54]([CH3:61])([CH3:60])[CH2:55][C:56]=43)[C:49]2=[O:62])=[N:35][CH:36]=[CH:37][C:38]=1[C:2]1[CH:3]=[C:4]([NH:10][C:11]2[CH:16]=[N:15][C:14]([N:17]3[CH2:22][CH2:21][N:20]([CH:23]4[CH2:26][O:25][CH2:24]4)[CH2:19][C@@H:18]3[CH3:27])=[CH:13][N:12]=2)[C:5](=[O:9])[N:6]([CH3:8])[CH:7]=1)(=[O:30])[CH3:29]. The yield is 0.310. (8) The reactants are [N+:1]([C:4]1[CH:5]=[C:6]2[C:10](=[CH:11][CH:12]=1)[NH:9][N:8]=[C:7]2[NH2:13])([O-:3])=[O:2].CC(O)=O.[O:18]1[CH:22]=[CH:21][N:20]=[C:19]1[CH:23]=O.[BH3-]C#N.[Na+]. The catalyst is CO. The product is [N+:1]([C:4]1[CH:5]=[C:6]2[C:10](=[CH:11][CH:12]=1)[NH:9][N:8]=[C:7]2[NH:13][CH2:23][C:19]1[O:18][CH:22]=[CH:21][N:20]=1)([O-:3])=[O:2]. The yield is 0.310. (9) The yield is 0.520. The reactants are [CH2:1]([N:3]1[C:7]2[CH:8]=[CH:9][CH:10]=[CH:11][C:6]=2[N:5]=[C:4]1[CH3:12])[CH3:2].[Se](=O)=[O:14]. The product is [CH2:1]([N:3]1[C:7]2[CH:8]=[CH:9][CH:10]=[CH:11][C:6]=2[N:5]=[C:4]1[CH:12]=[O:14])[CH3:2]. No catalyst specified. (10) The yield is 0.730. The reactants are [C:1]([N:20]1[C:24]([C:25](OC)=[O:26])=[C:23]([C:29](OC)=[O:30])[C:22]([C:33](OC)=[O:34])=[N:21]1)([C:14]1[CH:19]=[CH:18][CH:17]=[CH:16][CH:15]=1)([C:8]1[CH:13]=[CH:12][CH:11]=[CH:10][CH:9]=1)[C:2]1[CH:7]=[CH:6][CH:5]=[CH:4][CH:3]=1.[H-].[H-].[H-].[H-].[Li+].[Al+3]. The product is [C:1]([N:20]1[C:24]([CH2:25][OH:26])=[C:23]([CH2:29][OH:30])[C:22]([CH2:33][OH:34])=[N:21]1)([C:14]1[CH:19]=[CH:18][CH:17]=[CH:16][CH:15]=1)([C:2]1[CH:3]=[CH:4][CH:5]=[CH:6][CH:7]=1)[C:8]1[CH:13]=[CH:12][CH:11]=[CH:10][CH:9]=1. The catalyst is C1COCC1.CCOCC.